Dataset: Forward reaction prediction with 1.9M reactions from USPTO patents (1976-2016). Task: Predict the product of the given reaction. (1) Given the reactants [CH3:1][N:2]1[CH2:7][CH2:6][C:5](=O)[CH2:4][CH2:3]1.[N:9]1([CH2:14][CH2:15][NH2:16])[CH2:13][CH2:12][CH2:11][CH2:10]1, predict the reaction product. The product is: [CH3:1][N:2]1[CH2:7][CH2:6][CH:5]([NH:16][CH2:15][CH2:14][N:9]2[CH2:13][CH2:12][CH2:11][CH2:10]2)[CH2:4][CH2:3]1. (2) Given the reactants S1C2CCCC(=[O:10])C=2C=C1.[Li]C1C=CC=CC=1.C1([C:24]2[CH:35]=[C:34]3[CH:26]([CH2:27][CH2:28][C:29]4[S:30][CH:31]=[CH:32][C:33]=43)[CH:25]=2)C=CC=CC=1.C1(C2CC3C4C=CSC=4CCC=3C=2)C=CC=CC=1, predict the reaction product. The product is: [CH:32]1[C:33]2[C:34]3[CH:26]([CH2:25][C:24](=[O:10])[CH:35]=3)[CH2:27][CH2:28][C:29]=2[S:30][CH:31]=1.